This data is from Forward reaction prediction with 1.9M reactions from USPTO patents (1976-2016). The task is: Predict the product of the given reaction. (1) Given the reactants [Cl:1][C:2]1[CH:15]=[CH:14][C:13]2[C:12]3[CH:16]=[CH:17][CH:18]=[CH:19][C:11]=3[C:10]3[C:5](=[N:6][C:7](Cl)=[CH:8][CH:9]=3)[C:4]=2[N:3]=1.[C:21]1(B(O)O)[CH:26]=[CH:25][CH:24]=[CH:23][CH:22]=1.C([O-])([O-])=O.[Na+].[Na+].CCO, predict the reaction product. The product is: [Cl:1][C:2]1[CH:15]=[CH:14][C:13]2[C:12]3[CH:16]=[CH:17][CH:18]=[CH:19][C:11]=3[C:10]3[C:5](=[N:6][C:7]([C:21]4[CH:26]=[CH:25][CH:24]=[CH:23][CH:22]=4)=[CH:8][CH:9]=3)[C:4]=2[N:3]=1. (2) Given the reactants Cl[C:2]([CH3:16])([CH3:15])[CH:3]([N:13]=[O:14])[CH2:4][C:5]1[N:6]=[C:7]([N+:10]([O-:12])=[O:11])[NH:8][CH:9]=1.[NH2:17][CH2:18][CH2:19]CN.[C:22](#N)C, predict the reaction product. The product is: [NH2:17][CH2:18][CH2:19][CH2:15][C:2]([CH3:16])([CH3:22])[C:3](=[N:13][OH:14])[CH2:4][C:5]1[N:6]=[C:7]([N+:10]([O-:12])=[O:11])[NH:8][CH:9]=1. (3) Given the reactants [Cl:1][O-].[Ca+2].Cl[O-].[F:6][C:7]([F:21])([F:20])[O:8][C:9]1[CH:10]=[CH:11][CH:12]=[C:13]2[C:18]=1[O:17][CH2:16][CH2:15][C:14]2=[O:19], predict the reaction product. The product is: [Cl:1][C:11]1[CH:12]=[C:13]2[C:18](=[C:9]([O:8][C:7]([F:6])([F:20])[F:21])[CH:10]=1)[O:17][CH2:16][CH2:15][C:14]2=[O:19]. (4) Given the reactants [Br:1][C:2]1[CH:3]=[N:4][N:5]([CH:7]2[CH2:12][CH2:11][NH:10][CH2:9][CH2:8]2)[CH:6]=1.[CH2:13](N(CC)CC)C.CI, predict the reaction product. The product is: [Br:1][C:2]1[CH:3]=[N:4][N:5]([CH:7]2[CH2:12][CH2:11][N:10]([CH3:13])[CH2:9][CH2:8]2)[CH:6]=1.